The task is: Predict the reactants needed to synthesize the given product.. This data is from Full USPTO retrosynthesis dataset with 1.9M reactions from patents (1976-2016). (1) Given the product [C:1]([Si:5]([CH3:29])([CH3:28])[O:6][C:7]1[CH:8]=[C:9]([C:15]([C:17]2[CH:22]=[CH:21][C:20]([O:23][CH3:24])=[C:19]([O:25][CH2:26][CH3:27])[CH:18]=2)=[O:16])[CH:10]=[CH:11][C:12]=1[O:13][CH3:14])([CH3:4])([CH3:2])[CH3:3], predict the reactants needed to synthesize it. The reactants are: [C:1]([Si:5]([CH3:29])([CH3:28])[O:6][C:7]1[CH:8]=[C:9]([CH:15]([C:17]2[CH:22]=[CH:21][C:20]([O:23][CH3:24])=[C:19]([O:25][CH2:26][CH3:27])[CH:18]=2)[OH:16])[CH:10]=[CH:11][C:12]=1[O:13][CH3:14])([CH3:4])([CH3:3])[CH3:2]. (2) Given the product [C:26]([O:25][CH2:24][C@H:20]([N:18]([CH3:19])[C:16](=[O:17])[CH2:15][CH2:14][CH:12]=[CH2:11])[C:21]([OH:23])=[O:22])([CH3:29])([CH3:28])[CH3:27], predict the reactants needed to synthesize it. The reactants are: C1C2[CH:12]([CH2:14][CH2:15][C:16]([N:18]([C@@H:20]([CH2:24][O:25][C:26]([CH3:29])([CH3:28])[CH3:27])[C:21]([OH:23])=[O:22])[CH3:19])=[O:17])[C:11]3C(=CC=CC=3)C=2C=CC=1.C(N(C(C)C)CC)(C)C.C1C=CC(C(Cl)(C2C(Cl)=CC=CC=2)C2C=CC=CC=2)=CC=1.C(O)(=O)CCC=C.N1C2C(=NC=CC=2)N(O)N=1.C(=NC(C)C)=NC(C)C. (3) Given the product [NH2:1][C:4]1[CH:5]=[N:6][N:7]([CH2:9][CH2:10][NH:11][C:12](=[O:14])[CH3:13])[CH:8]=1, predict the reactants needed to synthesize it. The reactants are: [N+:1]([C:4]1[CH:5]=[N:6][N:7]([CH2:9][CH2:10][NH:11][C:12](=[O:14])[CH3:13])[CH:8]=1)([O-])=O. (4) Given the product [O:1]=[C:2]1[C:10]2[C:5](=[CH:6][CH:7]=[CH:8][CH:9]=2)[C:4](=[S:11])[N:3]1[CH:12]([CH2:17][CH2:18][C:19]([OH:21])=[O:20])[C:13]([OH:15])=[O:14], predict the reactants needed to synthesize it. The reactants are: [O:1]=[C:2]1[C:10]2[C:5](=[CH:6][CH:7]=[CH:8][CH:9]=2)[C:4](=[S:11])[N:3]1[CH:12]([CH2:17][CH2:18][C:19]([O:21]C)=[O:20])[C:13]([O:15]C)=[O:14].CC([O-])=O.Cl. (5) Given the product [F:30][CH:2]([F:1])[C:3]1[C:11]2[C:6](=[CH:7][CH:8]=[C:9]([Br:12])[CH:10]=2)[N:5]([S:13]([C:16]2[CH:21]=[CH:20][C:19]([O:22][CH3:23])=[C:18]([N:24]3[CH2:29][CH2:28][N:27]([CH3:31])[CH2:26][CH2:25]3)[CH:17]=2)(=[O:15])=[O:14])[CH:4]=1, predict the reactants needed to synthesize it. The reactants are: [F:1][CH:2]([F:30])[C:3]1[C:11]2[C:6](=[CH:7][CH:8]=[C:9]([Br:12])[CH:10]=2)[N:5]([S:13]([C:16]2[CH:21]=[CH:20][C:19]([O:22][CH3:23])=[C:18]([N:24]3[CH2:29][CH2:28][NH:27][CH2:26][CH2:25]3)[CH:17]=2)(=[O:15])=[O:14])[CH:4]=1.[C:31]([BH3-])#N.[Na+].C=O.